From a dataset of Forward reaction prediction with 1.9M reactions from USPTO patents (1976-2016). Predict the product of the given reaction. (1) Given the reactants [CH:1]1([S:4]([N:7]2[CH:11]=[C:10]([N+:12]([O-])=O)[CH:9]=[N:8]2)(=[O:6])=[O:5])[CH2:3][CH2:2]1, predict the reaction product. The product is: [CH:1]1([S:4]([N:7]2[CH:11]=[C:10]([NH2:12])[CH:9]=[N:8]2)(=[O:5])=[O:6])[CH2:3][CH2:2]1. (2) Given the reactants [Cl:1][C:2]1[CH:3]=[C:4]([CH:8]=[CH:9][CH:10]=1)[C:5](Cl)=[O:6].[NH2:11][C:12]1[CH:17]=[C:16]([OH:18])[C:15]([CH3:19])=[CH:14][CH:13]=1.C(N([CH2:25][CH3:26])CC)C.[C:27](=[O:30])(O)[O-].[Na+], predict the reaction product. The product is: [Cl:1][C:2]1[CH:3]=[C:4]([CH:8]=[CH:9][CH:10]=1)[C:5]([NH:11][C:12]1[CH:13]=[CH:14][C:15]([CH3:19])=[C:16]([O:18][C:27](=[O:30])[C:26]2[CH:25]=[CH:9][CH:10]=[C:2]([Cl:1])[CH:3]=2)[CH:17]=1)=[O:6]. (3) Given the reactants C(OC([N:8]1[CH2:13][CH2:12][CH:11]([CH2:14][O:15][C:16]2[C:25]3[C:20](=[CH:21][CH:22]=[CH:23][CH:24]=3)[CH:19]=[C:18]([O:26][S:27]([C:30]3[CH:35]=[CH:34][CH:33]=[CH:32][C:31]=3[Cl:36])(=[O:29])=[O:28])[CH:17]=2)[CH2:10][CH2:9]1)=O)(C)(C)C.Cl, predict the reaction product. The product is: [ClH:36].[NH:8]1[CH2:13][CH2:12][CH:11]([CH2:14][O:15][C:16]2[C:25]3[C:20](=[CH:21][CH:22]=[CH:23][CH:24]=3)[CH:19]=[C:18]([O:26][S:27]([C:30]3[CH:35]=[CH:34][CH:33]=[CH:32][C:31]=3[Cl:36])(=[O:28])=[O:29])[CH:17]=2)[CH2:10][CH2:9]1. (4) Given the reactants [C:1]([NH:5][C:6]([C:8]1[C:12]2=[N:13][C:14]([C:17]3[CH:18]=[CH:19][CH:20]=[C:21]4[C:25]=3[N:24](COCC[Si](C)(C)C)[N:23]=[CH:22]4)=[CH:15][N:16]=[C:11]2[NH:10][CH:9]=1)=[O:7])([CH3:4])([CH3:3])[CH3:2].[ClH:34], predict the reaction product. The product is: [ClH:34].[C:1]([NH:5][C:6]([C:8]1[C:12]2=[N:13][C:14]([C:17]3[CH:18]=[CH:19][CH:20]=[C:21]4[C:25]=3[NH:24][N:23]=[CH:22]4)=[CH:15][N:16]=[C:11]2[NH:10][CH:9]=1)=[O:7])([CH3:4])([CH3:2])[CH3:3]. (5) Given the reactants Cl.[F:2][C:3]([F:16])([F:15])[CH2:4][O:5][C:6]1[CH:7]=[C:8]([CH:12]([NH2:14])[CH3:13])[CH:9]=[CH:10][CH:11]=1.[NH2:17][C:18]1[N:23]=[C:22]([C:24](O)=[O:25])[CH:21]=[CH:20][N:19]=1, predict the reaction product. The product is: [NH2:17][C:18]1[N:23]=[C:22]([C:24]([NH:14][CH:12]([C:8]2[CH:9]=[CH:10][CH:11]=[C:6]([O:5][CH2:4][C:3]([F:15])([F:16])[F:2])[CH:7]=2)[CH3:13])=[O:25])[CH:21]=[CH:20][N:19]=1. (6) Given the reactants [CH3:1][N:2]([CH:10]1[CH2:15][CH2:14][N:13]([CH3:16])[CH2:12][CH2:11]1)[C:3]1[CH:8]=[CH:7][CH:6]=[C:5]([NH2:9])[N:4]=1.[CH:17]1([C:21]([Cl:23])=[O:22])[CH2:20][CH2:19][CH2:18]1, predict the reaction product. The product is: [ClH:23].[CH3:1][N:2]([CH:10]1[CH2:15][CH2:14][N:13]([CH3:16])[CH2:12][CH2:11]1)[C:3]1[N:4]=[C:5]([NH:9][C:21]([CH:17]2[CH2:20][CH2:19][CH2:18]2)=[O:22])[CH:6]=[CH:7][CH:8]=1. (7) The product is: [CH:23]1([C:26]2[CH:27]=[C:28]([NH2:29])[N:7]([C:5]3[CH:4]=[N:3][N:2]([CH3:1])[CH:6]=3)[N:8]=2)[CH2:25][CH2:24]1. Given the reactants [CH3:1][N:2]1[CH:6]=[C:5]([N:7](C(OC(C)(C)C)=O)[NH:8]C(OC(C)(C)C)=O)[CH:4]=[N:3]1.[CH:23]1([C:26](=O)[CH2:27][C:28]#[N:29])[CH2:25][CH2:24]1, predict the reaction product. (8) Given the reactants O1CCCC1.[CH:6]1([O:9][C:10]2[CH:11]=[C:12]([C:20]3[N:29]([CH2:30][O:31][CH2:32][CH2:33][Si:34]([CH3:37])([CH3:36])[CH3:35])[C:23]4[CH:24]=[N:25][NH:26][C:27](=[O:28])[C:22]=4[C:21]=3[CH:38]=[O:39])[CH:13]=[CH:14][C:15]=2[O:16][CH:17]([F:19])[F:18])[CH2:8][CH2:7]1.[BH4-].[Na+], predict the reaction product. The product is: [CH:6]1([O:9][C:10]2[CH:11]=[C:12]([C:20]3[N:29]([CH2:30][O:31][CH2:32][CH2:33][Si:34]([CH3:35])([CH3:37])[CH3:36])[C:23]4[CH:24]=[N:25][NH:26][C:27](=[O:28])[C:22]=4[C:21]=3[CH2:38][OH:39])[CH:13]=[CH:14][C:15]=2[O:16][CH:17]([F:19])[F:18])[CH2:8][CH2:7]1. (9) Given the reactants Cl[C:2]1[N:7]=[C:6]([NH:8][CH:9]2[CH2:17][CH:16]3[N:12]([CH2:13][CH2:14][CH2:15]3)[C:11]([CH3:19])([CH3:18])[CH2:10]2)[C:5]([F:20])=[CH:4][N:3]=1.[O:21]1[CH2:25][CH2:24][C@@H:23]([O:26][C:27]2[CH:32]=[CH:31][C:30]([NH2:33])=[CH:29][C:28]=2[N:34]2[C:38](=[O:39])[N:37]([CH3:40])[N:36]=[N:35]2)[CH2:22]1, predict the reaction product. The product is: [NH3:3].[CH3:22][OH:21].[O:21]1[CH2:25][CH2:24][C@@H:23]([O:26][C:27]2[CH:32]=[CH:31][C:30]([NH:33][C:2]3[N:7]=[C:6]([NH:8][CH:9]4[CH2:17][CH:16]5[N:12]([CH2:13][CH2:14][CH2:15]5)[C:11]([CH3:19])([CH3:18])[CH2:10]4)[C:5]([F:20])=[CH:4][N:3]=3)=[CH:29][C:28]=2[N:34]2[C:38](=[O:39])[N:37]([CH3:40])[N:36]=[N:35]2)[CH2:22]1.